Dataset: Catalyst prediction with 721,799 reactions and 888 catalyst types from USPTO. Task: Predict which catalyst facilitates the given reaction. (1) Reactant: [NH:1]1[CH2:4][CH:3]([CH2:5][C:6]2[NH:10][C:9]3[CH:11]=[C:12]([C:19]([F:22])([F:21])[F:20])[CH:13]=[C:14]([C:15]([F:18])([F:17])[F:16])[C:8]=3[N:7]=2)[CH2:2]1.C(N(CC)CC)C.Cl[CH2:31][C:32]([NH:34][C:35]1([CH3:39])[CH2:38][CH2:37][CH2:36]1)=[O:33]. Product: [F:18][C:15]([F:16])([F:17])[C:14]1[C:8]2[N:7]=[C:6]([CH2:5][CH:3]3[CH2:2][N:1]([CH2:31][C:32]([NH:34][C:35]4([CH3:39])[CH2:38][CH2:37][CH2:36]4)=[O:33])[CH2:4]3)[NH:10][C:9]=2[CH:11]=[C:12]([C:19]([F:22])([F:20])[F:21])[CH:13]=1. The catalyst class is: 10. (2) Reactant: [CH2:1]([NH:3][CH2:4][CH3:5])[CH3:2].[Cl:6][CH2:7][CH2:8][CH2:9]O.S(Cl)(Cl)=O. Product: [ClH:6].[CH2:1]([N:3]([CH2:4][CH3:5])[CH2:9][CH2:8][CH2:7][Cl:6])[CH3:2]. The catalyst class is: 11. (3) Reactant: Cl[C:2]([O:4][CH2:5][C:6]1[CH:11]=[CH:10][CH:9]=[CH:8][CH:7]=1)=[O:3].C([N:19]1[CH2:23][CH:22]2[CH2:24][S:25][CH2:26][CH:21]2[CH2:20]1)C1C=CC=CC=1. Product: [CH2:5]([O:4][C:2]([N:19]1[CH2:23][CH:22]2[CH2:24][S:25][CH2:26][CH:21]2[CH2:20]1)=[O:3])[C:6]1[CH:11]=[CH:10][CH:9]=[CH:8][CH:7]=1. The catalyst class is: 4.